This data is from Peptide-MHC class I binding affinity with 185,985 pairs from IEDB/IMGT. The task is: Regression. Given a peptide amino acid sequence and an MHC pseudo amino acid sequence, predict their binding affinity value. This is MHC class I binding data. The peptide sequence is VFRTSTPRVV. The MHC is HLA-A23:01 with pseudo-sequence HLA-A23:01. The binding affinity (normalized) is 0.